From a dataset of Reaction yield outcomes from USPTO patents with 853,638 reactions. Predict the reaction yield, written as a fraction of the theoretical maximum amount of product (1.0 means a 100% yield; for example, 0.34 means a 34% yield). (1) The reactants are [NH4+].[N:2]#[C:3][S-:4].[C:5]([C:8]1[CH:14]=[CH:13][C:11]([NH2:12])=[CH:10][CH:9]=1)(=[O:7])[CH3:6]. The catalyst is Cl.O. The product is [C:5]([C:8]1[CH:14]=[CH:13][C:11]([NH:12][C:3]([NH2:2])=[S:4])=[CH:10][CH:9]=1)(=[O:7])[CH3:6]. The yield is 0.230. (2) The reactants are Br[C:2]1[CH:3]=[C:4]([C:8](=[O:10])[CH3:9])[CH:5]=[CH:6][CH:7]=1.[NH:11]1[CH2:15][CH2:14][CH2:13][C:12]1=[O:16]. No catalyst specified. The product is [C:8]([C:4]1[CH:3]=[C:2]([N:11]2[CH2:15][CH2:14][CH2:13][C:12]2=[O:16])[CH:7]=[CH:6][CH:5]=1)(=[O:10])[CH3:9]. The yield is 0.980. (3) The reactants are [CH3:1][C:2]1[N:3]=[C:4]([NH:7][C:8]2[C:13]([O:14][C:15]3[CH:20]=[CH:19][CH:18]=[CH:17][CH:16]=3)=[CH:12][C:11]([C:21]3[CH:22]=[N:23][CH:24]=[CH:25][CH:26]=3)=[CH:10][N:9]=2)[S:5][CH:6]=1.[ClH:27]. The catalyst is C(Cl)Cl.CCOCC. The product is [ClH:27].[ClH:27].[CH3:1][C:2]1[N:3]=[C:4]([NH:7][C:8]2[C:13]([O:14][C:15]3[CH:16]=[CH:17][CH:18]=[CH:19][CH:20]=3)=[CH:12][C:11]([C:21]3[CH:22]=[N:23][CH:24]=[CH:25][CH:26]=3)=[CH:10][N:9]=2)[S:5][CH:6]=1. The yield is 0.597.